From a dataset of Full USPTO retrosynthesis dataset with 1.9M reactions from patents (1976-2016). Predict the reactants needed to synthesize the given product. (1) Given the product [OH:10][C:11]1[CH:19]=[CH:18][CH:17]=[CH:16][C:12]=1[C:13]([N:63]1[CH2:62][CH2:61][N:60]([C:43](=[O:42])[CH2:44][NH:45][C:46]([C:48]2[CH:53]=[CH:52][C:51]([C:54]3[CH:59]=[CH:58][CH:57]=[CH:56][CH:55]=3)=[CH:50][CH:49]=2)=[O:47])[CH2:65][CH2:64]1)=[O:15], predict the reactants needed to synthesize it. The reactants are: CCN(C(C)C)C(C)C.[OH:10][C:11]1[CH:19]=[CH:18][CH:17]=[CH:16][C:12]=1[C:13]([OH:15])=O.C1C=CC2N(O)N=NC=2C=1.CCN=C=NCCCN(C)C.Cl.[O:42]=[C:43]([N:60]1[CH2:65][CH2:64][NH:63][CH2:62][CH2:61]1)[CH2:44][NH:45][C:46]([C:48]1[CH:53]=[CH:52][C:51]([C:54]2[CH:59]=[CH:58][CH:57]=[CH:56][CH:55]=2)=[CH:50][CH:49]=1)=[O:47]. (2) Given the product [CH3:1][N:2]1[C:15]2[C:10](=[CH:11][CH:12]=[CH:13][CH:14]=2)[C:4]2([CH2:9][CH2:8][N:7]([C:27](=[O:28])/[CH:26]=[CH:25]/[C:20]3[CH:21]=[CH:22][CH:23]=[CH:24][C:19]=3[C:18]([F:30])([F:31])[F:17])[CH2:6][CH2:5]2)[C:3]1=[O:16], predict the reactants needed to synthesize it. The reactants are: [CH3:1][N:2]1[C:15]2[C:10](=[CH:11][CH:12]=[CH:13][CH:14]=2)[C:4]2([CH2:9][CH2:8][NH:7][CH2:6][CH2:5]2)[C:3]1=[O:16].[F:17][C:18]([F:31])([F:30])[C:19]1[CH:24]=[CH:23][CH:22]=[CH:21][C:20]=1[CH:25]=[CH:26][C:27](O)=[O:28].C1C=CC2N(O)N=NC=2C=1.CCN=C=NCCCN(C)C.CCN(C(C)C)C(C)C. (3) The reactants are: [Br:1][C:2]1[CH:3]=[CH:4][C:5]([C:8]2[CH2:12][C@H:11]([CH2:13]O)[O:10][N:9]=2)=[N:6][CH:7]=1.C1(P(C2C=CC=CC=2)C2C=CC=CC=2)C=CC=CC=1.C(Cl)(Cl)(Cl)[Cl:35].CO. Given the product [Br:1][C:2]1[CH:3]=[CH:4][C:5]([C:8]2[CH2:12][C@H:11]([CH2:13][Cl:35])[O:10][N:9]=2)=[N:6][CH:7]=1, predict the reactants needed to synthesize it. (4) Given the product [Cl:24][C:21]1[CH:22]=[CH:23][C:18]([O:17][C:5]2[C:4]3[C:8](=[CH:9][CH:10]=[C:2]([NH:1][S:33]([CH3:32])(=[O:35])=[O:34])[CH:3]=3)[N:7]([CH2:11][C:12]([OH:14])=[O:13])[C:6]=2[CH3:16])=[CH:19][CH:20]=1, predict the reactants needed to synthesize it. The reactants are: [NH2:1][C:2]1[CH:3]=[C:4]2[C:8](=[CH:9][CH:10]=1)[N:7]([CH2:11][C:12]([O:14]C)=[O:13])[C:6]([CH3:16])=[C:5]2[O:17][C:18]1[CH:23]=[CH:22][C:21]([Cl:24])=[CH:20][CH:19]=1.C(N(CC)CC)C.[CH3:32][S:33](Cl)(=[O:35])=[O:34].[OH-].[Na+]. (5) The reactants are: [CH3:1][O:2][C:3]1[CH:4]=[C:5]2C(=[CH:10][CH:11]=1)NC=[CH:6]2.[OH-].[K+].[I:14]I.[H-].[Na+].IC.[CH3:20][N:21]([CH:23]=O)[CH3:22]. Given the product [I:14][C:6]1[C:5]2[C:22](=[CH:10][CH:11]=[C:3]([O:2][CH3:1])[CH:4]=2)[N:21]([CH3:20])[CH:23]=1, predict the reactants needed to synthesize it. (6) Given the product [Cl:1][C:2]1[CH:7]=[CH:6][C:5]([C:8]2[N:13]([CH:14]3[CH2:16][CH2:15]3)[C:11](=[O:12])[NH:10][CH:9]=2)=[CH:4][CH:3]=1, predict the reactants needed to synthesize it. The reactants are: [Cl:1][C:2]1[CH:7]=[CH:6][C:5]([C:8](=O)[CH2:9][NH:10][C:11]([NH:13][CH:14]2[CH2:16][CH2:15]2)=[O:12])=[CH:4][CH:3]=1.CO. (7) Given the product [N:24]1([CH2:2][C:3]([NH:5][C:6]2[CH:7]=[N:8][C:9]([N:12]3[C:16]([CH:17]4[CH2:19][CH2:18]4)=[CH:15][C:14]([C:20]([F:23])([F:22])[F:21])=[N:13]3)=[CH:10][CH:11]=2)=[O:4])[C:28]2[CH:29]=[CH:30][CH:31]=[CH:32][C:27]=2[N:26]=[N:25]1, predict the reactants needed to synthesize it. The reactants are: Cl[CH2:2][C:3]([NH:5][C:6]1[CH:7]=[N:8][C:9]([N:12]2[C:16]([CH:17]3[CH2:19][CH2:18]3)=[CH:15][C:14]([C:20]([F:23])([F:22])[F:21])=[N:13]2)=[CH:10][CH:11]=1)=[O:4].[NH:24]1[C:28]2[CH:29]=[CH:30][CH:31]=[CH:32][C:27]=2[N:26]=[N:25]1.[H-].[Na+].O.